From a dataset of Forward reaction prediction with 1.9M reactions from USPTO patents (1976-2016). Predict the product of the given reaction. (1) Given the reactants [CH3:1][O:2][C:3]1[CH:4]=[C:5]2[C:10](=[CH:11][C:12]=1[O:13][CH3:14])[N:9]=[CH:8][CH:7]=[C:6]2[O:15][C:16]1[CH:25]=[C:24]2[C:19]([CH:20]=[CH:21][C:22]([C:26]([OH:28])=O)=[CH:23]2)=[CH:18][CH:17]=1.CCN(CC)CC.[Cl:36][C:37]1[CH:43]=[CH:42][C:40]([NH2:41])=[CH:39][CH:38]=1, predict the reaction product. The product is: [CH3:1][O:2][C:3]1[CH:4]=[C:5]2[C:10](=[CH:11][C:12]=1[O:13][CH3:14])[N:9]=[CH:8][CH:7]=[C:6]2[O:15][C:16]1[CH:25]=[C:24]2[C:19]([CH:20]=[CH:21][C:22]([C:26]([NH:41][C:40]3[CH:42]=[CH:43][C:37]([Cl:36])=[CH:38][CH:39]=3)=[O:28])=[CH:23]2)=[CH:18][CH:17]=1. (2) Given the reactants [NH:1]1[C:9]2[C:4](=[CH:5][C:6](O[C@@H]3CCC[C@H](N4C(=O)C5C(=CC=CC=5)C4=O)C3)=[CH:7][CH:8]=2)C=N1.O[C@@H]1CCC[C@H](N2C(=O)C3C(=CC=CC=3)C2=O)C1.[CH3:46][C:47]1[C:55]([OH:56])=[CH:54][CH:53]=[C:52]2[C:48]=1[CH:49]=[N:50][NH:51]2, predict the reaction product. The product is: [CH3:46][C:47]1[C:55]([O:56][C@H:6]2[CH2:5][CH2:4][C@H:9]([NH2:1])[CH2:8][CH2:7]2)=[CH:54][CH:53]=[C:52]2[C:48]=1[CH:49]=[N:50][NH:51]2. (3) Given the reactants [CH3:1][C:2]([CH3:25])([CH3:24])[C:3]#[C:4][C:5]1[S:9][C:8]([C:10]([O:12][CH3:13])=[O:11])=[C:7]([NH:14][C@H:15]2[CH2:21][CH2:20][CH2:19][CH2:18][N:17]([CH3:22])[C:16]2=[O:23])[CH:6]=1.N1C=CC=CC=1.[Cl:32][C:33]1[CH:41]=[C:40]([Cl:42])[CH:39]=[CH:38][C:34]=1[C:35](Cl)=[O:36], predict the reaction product. The product is: [CH3:1][C:2]([CH3:25])([CH3:24])[C:3]#[C:4][C:5]1[S:9][C:8]([C:10]([O:12][CH3:13])=[O:11])=[C:7]([N:14]([C:35](=[O:36])[C:34]2[CH:38]=[CH:39][C:40]([Cl:42])=[CH:41][C:33]=2[Cl:32])[C@H:15]2[CH2:21][CH2:20][CH2:19][CH2:18][N:17]([CH3:22])[C:16]2=[O:23])[CH:6]=1. (4) The product is: [Cl:1][C:2]1[CH:3]=[CH:4][C:5]([O:20][CH2:8][C:6]2[CH:7]=[CH:2][CH:3]=[CH:4][CH:5]=2)=[C:6]([CH2:8][C:9]2[O:13][C:12]([C:14]([O:16][CH2:17][CH3:18])=[O:15])=[C:11]([CH3:19])[CH:10]=2)[CH:7]=1. Given the reactants [Cl:1][C:2]1[CH:3]=[CH:4][C:5]([OH:20])=[C:6]([CH2:8][C:9]2[O:13][C:12]([C:14]([O:16][CH2:17][CH3:18])=[O:15])=[C:11]([CH3:19])[CH:10]=2)[CH:7]=1.C(=O)([O-])[O-].[K+].[K+], predict the reaction product. (5) Given the reactants [Cl:1][C:2]1[CH:3]=[C:4]([C:8]2(O)[CH2:11][C:10]3([CH2:16][CH2:15][N:14](C(OC(C)(C)C)=O)[CH2:13][CH2:12]3)[CH2:9]2)[CH:5]=[CH:6][CH:7]=1.C([SiH](CC)CC)C.FC(F)(F)C(O)=O, predict the reaction product. The product is: [Cl:1][C:2]1[CH:3]=[C:4]([CH:8]2[CH2:11][C:10]3([CH2:12][CH2:13][NH:14][CH2:15][CH2:16]3)[CH2:9]2)[CH:5]=[CH:6][CH:7]=1. (6) Given the reactants [Cl:1][C:2]1[S:6][C:5]([C:7]([NH:9][CH2:10][CH:11]2[O:15][C:14](=[O:16])[N:13]([C:17]3[CH:22]=[CH:21][C:20]([NH:23][S:24]([CH2:27][CH2:28][CH2:29]Cl)(=[O:26])=[O:25])=[CH:19][CH:18]=3)[CH2:12]2)=[O:8])=[CH:4][CH:3]=1.C(=O)([O-])[O-].[K+].[K+], predict the reaction product. The product is: [Cl:1][C:2]1[S:6][C:5]([C:7]([NH:9][CH2:10][CH:11]2[O:15][C:14](=[O:16])[N:13]([C:17]3[CH:22]=[CH:21][C:20]([N:23]4[CH2:29][CH2:28][CH2:27][S:24]4(=[O:26])=[O:25])=[CH:19][CH:18]=3)[CH2:12]2)=[O:8])=[CH:4][CH:3]=1. (7) Given the reactants [CH3:1][O:2][C:3]1[C:12]2[C:7](=[CH:8][CH:9]=[CH:10][CH:11]=2)[C:6](Br)=[CH:5][CH:4]=1.[C:14]1(B(O)O)[CH:19]=[CH:18][CH:17]=[CH:16][CH:15]=1.C(=O)([O-])[O-].[K+].[K+].O, predict the reaction product. The product is: [CH3:1][O:2][C:3]1[C:12]2[C:7](=[CH:8][CH:9]=[CH:10][CH:11]=2)[C:6]([C:14]2[CH:19]=[CH:18][CH:17]=[CH:16][CH:15]=2)=[CH:5][CH:4]=1. (8) Given the reactants CC(=NO)C(C)=NO.[BH4-].[Na+].[CH:11]1([CH2:16][O:17][C:18]2[CH:31]=[CH:30][C:21]([CH:22]=[C:23]3[S:27][C:26](=[O:28])[NH:25][C:24]3=[O:29])=[CH:20][CH:19]=2)[CH2:15][CH2:14][CH2:13][CH2:12]1.C(O)(=O)C, predict the reaction product. The product is: [CH:11]1([CH2:16][O:17][C:18]2[CH:31]=[CH:30][C:21]([CH2:22][CH:23]3[S:27][C:26](=[O:28])[NH:25][C:24]3=[O:29])=[CH:20][CH:19]=2)[CH2:15][CH2:14][CH2:13][CH2:12]1.